The task is: Predict the reaction yield, written as a fraction of the theoretical maximum amount of product (1.0 means a 100% yield; for example, 0.34 means a 34% yield).. This data is from Reaction yield outcomes from USPTO patents with 853,638 reactions. (1) The reactants are C([O:5][C:6]([C:8]1[S:31][C:11]2=[CH:12][CH:13]=[C:14]3[C:19]([N:18]=[C:17]([NH:20][C:21]4[CH:26]=[CH:25][CH:24]=[C:23]([S:27](=[O:30])(=[O:29])[NH2:28])[CH:22]=4)[N:16]=[CH:15]3)=[C:10]2[CH:9]=1)=[O:7])(C)(C)C.C(O)(C(F)(F)F)=O.ClCCl.O. The product is [S:27]([C:23]1[CH:22]=[C:21]([NH:20][C:17]2[N:16]=[CH:15][C:14]3[C:19](=[C:10]4[CH:9]=[C:8]([C:6]([OH:7])=[O:5])[S:31][C:11]4=[CH:12][CH:13]=3)[N:18]=2)[CH:26]=[CH:25][CH:24]=1)(=[O:30])(=[O:29])[NH2:28]. No catalyst specified. The yield is 0.860. (2) The reactants are [H-].[Na+].C(OP([CH2:11][C:12]([O:14][CH2:15][CH3:16])=[O:13])(OCC)=O)C.[CH3:17][C:18]1[N:28]=[C:21]2[C:22]([CH:26]=O)=[CH:23][CH:24]=[CH:25][N:20]2[N:19]=1.O. The catalyst is O1CCCC1. The product is [CH3:17][C:18]1[N:28]=[C:21]2[C:22](/[CH:26]=[CH:11]/[C:12]([O:14][CH2:15][CH3:16])=[O:13])=[CH:23][CH:24]=[CH:25][N:20]2[N:19]=1. The yield is 0.840. (3) The reactants are [CH3:1][O:2][CH2:3][O:4][CH2:5][C:6]1[N:7]=[C:8]([C:13]2[CH:18]=[CH:17][CH:16]=[CH:15][CH:14]=2)[O:9][C:10]=1[CH:11]=[O:12].C(P(CCCC)CCCC)CCC.[CH3:32][C:33]1[O:37][C:36]([C:38]2[CH:43]=[CH:42][CH:41]=[CH:40][CH:39]=2)=[N:35][C:34]=1[CH2:44][O:45][C:46]1[CH:51]=[CH:50][C:49](O)=[CH:48][CH:47]=1.N(C(N1CCCCC1)=O)=NC(N1CCCCC1)=O. The catalyst is O1CCCC1. The product is [CH3:1][O:2][CH2:3][O:4][CH2:5][C:6]1[N:7]=[C:8]([C:13]2[CH:18]=[CH:17][CH:16]=[CH:15][CH:14]=2)[O:9][C:10]=1[CH2:11][O:12][C:49]1[CH:48]=[CH:47][C:46]([O:45][CH2:44][C:34]2[N:35]=[C:36]([C:38]3[CH:43]=[CH:42][CH:41]=[CH:40][CH:39]=3)[O:37][C:33]=2[CH3:32])=[CH:51][CH:50]=1. The yield is 0.570. (4) The reactants are [OH:1][C:2]1[CH:3]=[CH:4][CH:5]=[C:6]2[C:11]=1[NH:10][C:9](=[O:12])[CH:8]=[CH:7]2.[Cl-].[Al+3].[Cl-].[Cl-].[C:17](OC(=O)C)(=[O:19])[CH3:18]. The catalyst is ClC1C=CC=CC=1Cl. The yield is 0.750. The product is [C:17]([C:5]1[CH:4]=[CH:3][C:2]([OH:1])=[C:11]2[C:6]=1[CH:7]=[CH:8][C:9](=[O:12])[NH:10]2)(=[O:19])[CH3:18]. (5) The reactants are [CH3:1][O:2][C:3](=[O:17])[CH:4]([NH:7][C:8](=[O:16])[C:9]1[CH:14]=[CH:13][CH:12]=[C:11]([Cl:15])[CH:10]=1)[CH2:5]O.BrC(Cl)(Cl)Cl.C1CCN2C(=NCCC2)CC1. The catalyst is C(Cl)Cl. The product is [CH3:1][O:2][C:3]([C:4]1[N:7]=[C:8]([C:9]2[CH:14]=[CH:13][CH:12]=[C:11]([Cl:15])[CH:10]=2)[O:16][CH:5]=1)=[O:17]. The yield is 0.590. (6) The reactants are [NH:1]1[CH:5]=[C:4]([C:6]#[N:7])[N:3]=[CH:2]1.[CH3:8][Si:9]([CH3:16])([CH3:15])[CH2:10][CH2:11][O:12][CH2:13]Cl.C([O-])([O-])=O.[K+].[K+].CC(C)=O. The catalyst is CCOC(C)=O. The product is [CH3:8][Si:9]([CH3:16])([CH3:15])[CH2:10][CH2:11][O:12][CH2:13][N:1]1[CH:5]=[C:4]([C:6]#[N:7])[N:3]=[CH:2]1. The yield is 0.700. (7) The reactants are [CH3:1][CH:2]([CH3:43])[C@H:3]([NH:38][C:39](=[O:42])[O:40][CH3:41])[C:4](=[O:37])[N:5]1[CH2:9][CH2:8][CH2:7][C@H:6]1[C:10]1[NH:11][C:12]([C:15]2[CH:20]=[CH:19][C:18]([C:21]3[CH:26]=[CH:25][C:24]([C:27]4[NH:31][C:30]([C@@H:32]5[CH2:36][CH2:35][CH2:34][NH:33]5)=[N:29][CH:28]=4)=[CH:23][CH:22]=3)=[CH:17][CH:16]=2)=[CH:13][N:14]=1.CCN(C(C)C)C(C)C.[CH3:53][CH:54]([CH3:66])[C@H:55]([NH:59][C:60]1[CH:61]=[N:62][CH:63]=[CH:64][CH:65]=1)[C:56](O)=[O:57].CN(C(ON1N=NC2C=CC=NC1=2)=[N+](C)C)C.F[P-](F)(F)(F)(F)F. The catalyst is CN(C=O)C. The product is [CH3:1][CH:2]([CH3:43])[C@H:3]([NH:38][C:39](=[O:42])[O:40][CH3:41])[C:4]([N:5]1[CH2:9][CH2:8][CH2:7][C@H:6]1[C:10]1[NH:11][C:12]([C:15]2[CH:20]=[CH:19][C:18]([C:21]3[CH:22]=[CH:23][C:24]([C:27]4[NH:31][C:30]([C@@H:32]5[CH2:36][CH2:35][CH2:34][N:33]5[C:56](=[O:57])[C@H:55]([CH:54]([CH3:53])[CH3:66])[NH:59][C:60]5[CH:61]=[N:62][CH:63]=[CH:64][CH:65]=5)=[N:29][CH:28]=4)=[CH:25][CH:26]=3)=[CH:17][CH:16]=2)=[CH:13][N:14]=1)=[O:37]. The yield is 0.560. (8) The reactants are C1C2C(=CC=CC=2)C=CC=1OS([C:15]([F:18])([F:17])[F:16])(=O)=O.C1(P(C2CCCCC2)[C:26]2[CH:31]=[CH:30][CH:29]=[CH:28][C:27]=2[C:32]2[C:37](OC(C)C)=[CH:36][CH:35]=[CH:34][C:33]=2OC(C)C)CCCCC1.[C:52]([O-])([O-])=O.[K+].[K+]. The catalyst is C1(C)C=CC=CC=1.O.C([O-])(=O)C.[Pd+2].C([O-])(=O)C. The product is [F:16][C:15]([F:18])([F:17])[C@@H:26]1[CH2:31][C@H:30]1[C:29]1[CH:28]=[CH:27][C:32]2[C:33](=[CH:34][CH:35]=[CH:36][CH:37]=2)[CH:52]=1. The yield is 0.780.